Dataset: hERG Central: cardiac toxicity at 1µM, 10µM, and general inhibition. Task: Predict hERG channel inhibition at various concentrations. (1) The molecule is Cc1cccc(NC(=O)c2ccc(S(=O)(=O)N3CCC(C)CC3)cc2)n1. Results: hERG_inhib (hERG inhibition (general)): blocker. (2) The molecule is Cc1cc(C(=O)CSc2nc(N)cc(N)n2)c(C)n1-c1cccc(C(F)(F)F)c1. Results: hERG_inhib (hERG inhibition (general)): blocker. (3) The drug is CCNC(=O)c1c(O)c2ccccc2[nH]c1=O. Results: hERG_inhib (hERG inhibition (general)): blocker. (4) The molecule is O=C(NCCc1ccccc1F)/C(=C/c1cccnc1)NC(=O)c1ccccc1. Results: hERG_inhib (hERG inhibition (general)): blocker. (5) The molecule is CCOc1ccc(C(=O)Nc2ccc(N3CCN(C)CC3)cc2)cc1[N+](=O)[O-]. Results: hERG_inhib (hERG inhibition (general)): blocker. (6) The drug is COc1ccc(CCN(C)C2CCCN(S(=O)(=O)c3ccc(C)cc3)C2)cc1OC. Results: hERG_inhib (hERG inhibition (general)): blocker. (7) The molecule is Cc1cc(NC(=O)CCC(=O)N(CCc2ccccc2)C(C(=O)NC2CCCC2)c2ccco2)no1. Results: hERG_inhib (hERG inhibition (general)): blocker.